Dataset: Catalyst prediction with 721,799 reactions and 888 catalyst types from USPTO. Task: Predict which catalyst facilitates the given reaction. (1) Reactant: I[C:2]1[CH:3]=[C:4]2[C:8](=[CH:9][CH:10]=1)[N:7]([CH:11]1[CH2:16][CH2:15][N:14]([C:17]([O:19][C:20]([CH3:23])([CH3:22])[CH3:21])=[O:18])[CH2:13][CH2:12]1)[CH2:6][CH2:5]2.[Li]C(C)(C)C.[F:29][C:30]1[CH:31]=[C:32]([S:37](F)(=[O:39])=[O:38])[CH:33]=[C:34]([F:36])[CH:35]=1.[NH4+].[Cl-]. Product: [F:36][C:34]1[CH:33]=[C:32]([S:37]([C:2]2[CH:3]=[C:4]3[C:8](=[CH:9][CH:10]=2)[N:7]([CH:11]2[CH2:16][CH2:15][N:14]([C:17]([O:19][C:20]([CH3:23])([CH3:22])[CH3:21])=[O:18])[CH2:13][CH2:12]2)[CH2:6][CH2:5]3)(=[O:38])=[O:39])[CH:31]=[C:30]([F:29])[CH:35]=1. The catalyst class is: 49. (2) Reactant: CCN(C(C)C)C(C)C.Cl.[NH2:11][CH2:12][C:13]([N:15]1[CH2:20][CH2:19][N:18]([C:21](=[O:32])[C:22]2[CH:27]=[CH:26][CH:25]=[CH:24][C:23]=2[C:28]([F:31])([F:30])[F:29])[CH2:17][CH2:16]1)=[O:14].C1C=CC2N(O)N=NC=2C=1.CCN=C=NCCCN(C)C.[CH3:54][O:55][C:56]1[CH:61]=[CH:60][CH:59]=[CH:58][C:57]=1[C:62]1[CH:67]=[CH:66][C:65]([C:68](O)=[O:69])=[CH:64][CH:63]=1. Product: [O:14]=[C:13]([N:15]1[CH2:16][CH2:17][N:18]([C:21](=[O:32])[C:22]2[CH:27]=[CH:26][CH:25]=[CH:24][C:23]=2[C:28]([F:31])([F:29])[F:30])[CH2:19][CH2:20]1)[CH2:12][NH:11][C:68]([C:65]1[CH:64]=[CH:63][C:62]([C:57]2[CH:58]=[CH:59][CH:60]=[CH:61][C:56]=2[O:55][CH3:54])=[CH:67][CH:66]=1)=[O:69]. The catalyst class is: 18. (3) Reactant: [CH2:1]([N:8]1[CH2:12][CH:11]2[C:13](=O)[NH:14][C:15](=O)[CH:10]2[CH2:9]1)[C:2]1[CH:7]=[CH:6][CH:5]=[CH:4][CH:3]=1.[H-].[H-].[H-].[H-].[Li+].[Al+3]. Product: [CH2:1]([N:8]1[CH2:9][CH:10]2[CH:11]([CH2:13][NH:14][CH2:15]2)[CH2:12]1)[C:2]1[CH:7]=[CH:6][CH:5]=[CH:4][CH:3]=1. The catalyst class is: 1. (4) Reactant: [CH:1]([CH:3]1[CH2:8][CH2:7][CH2:6][CH2:5][N:4]1[C:9]([O:11][C:12]([CH3:15])([CH3:14])[CH3:13])=[O:10])=[O:2].[Cl:16][C:17]1[CH:18]=[C:19](Br)[CH:20]=[C:21]([Cl:23])[CH:22]=1.O. Product: [Cl:16][C:17]1[CH:18]=[C:19]([CH:1]([OH:2])[CH:3]2[CH2:8][CH2:7][CH2:6][CH2:5][N:4]2[C:9]([O:11][C:12]([CH3:15])([CH3:14])[CH3:13])=[O:10])[CH:20]=[C:21]([Cl:23])[CH:22]=1. The catalyst class is: 765.